Dataset: Full USPTO retrosynthesis dataset with 1.9M reactions from patents (1976-2016). Task: Predict the reactants needed to synthesize the given product. (1) Given the product [Cl:1][C:2]1[CH:7]=[CH:6][CH:5]=[CH:4][C:3]=1[CH2:8][C:9]1[N:21]([C:17]2[CH:18]=[CH:19][CH:20]=[C:15]([O:14][CH3:13])[CH:16]=2)[C:22](=[S:23])[NH:12][N:11]=1, predict the reactants needed to synthesize it. The reactants are: [Cl:1][C:2]1[CH:7]=[CH:6][CH:5]=[CH:4][C:3]=1[CH2:8][C:9]([NH:11][NH2:12])=O.[CH3:13][O:14][C:15]1[CH:16]=[C:17]([N:21]=[C:22]=[S:23])[CH:18]=[CH:19][CH:20]=1. (2) The reactants are: [CH2:1]([O:3][CH2:4][C:5]1[N:6]([CH2:18][C:19]2([NH:25]C(=O)OC(C)(C)C)[CH2:24][CH2:23][O:22][CH2:21][CH2:20]2)[C:7]2[C:16]3[CH:15]=[CH:14][CH:13]=[CH:12][C:11]=3[N:10]=[CH:9][C:8]=2[N:17]=1)[CH3:2].O1CCC(=O)CC1.C1(=O)CCCCC1.Cl. Given the product [CH2:1]([O:3][CH2:4][C:5]1[N:6]([CH2:18][C:19]2([NH2:25])[CH2:24][CH2:23][O:22][CH2:21][CH2:20]2)[C:7]2[C:16]3[CH:15]=[CH:14][CH:13]=[CH:12][C:11]=3[N:10]=[CH:9][C:8]=2[N:17]=1)[CH3:2], predict the reactants needed to synthesize it. (3) Given the product [Cl:67][C:50]1[CH:51]=[C:52]([CH2:55][O:56][C:57]2[CH:62]=[CH:61][C:60]([C:63]([F:66])([F:64])[F:65])=[CH:59][CH:58]=2)[CH:53]=[CH:54][C:49]=1[S:48][C:41]1[C:42]2[CH2:43][CH2:44][CH2:45][CH2:46][C:47]=2[C:38]([O:37][CH2:36][C:35]([OH:68])=[O:34])=[CH:39][CH:40]=1, predict the reactants needed to synthesize it. The reactants are: FC(F)(F)C1C=CC(OCC2C=CC(SC3C=CC(OCC(O)=O)=C(C)C=3)=CC=2)=CC=1.C([O:34][C:35](=[O:68])[CH2:36][O:37][C:38]1[C:47]2[CH2:46][CH2:45][CH2:44][CH2:43][C:42]=2[C:41]([S:48][C:49]2[CH:54]=[CH:53][C:52]([CH2:55][O:56][C:57]3[CH:62]=[CH:61][C:60]([C:63]([F:66])([F:65])[F:64])=[CH:59][CH:58]=3)=[CH:51][C:50]=2[Cl:67])=[CH:40][CH:39]=1)C. (4) Given the product [CH:30]([NH:29][C:27](=[O:28])[CH2:26][O:1][C:2]1[C:10]2[O:9][C:8]([C:11]([C:13]3[C:14]([C:19]4[CH:24]=[CH:23][CH:22]=[CH:21][CH:20]=4)=[N:15][O:16][C:17]=3[CH3:18])=[O:12])=[CH:7][C:6]=2[CH:5]=[CH:4][CH:3]=1)([CH3:32])[CH3:31], predict the reactants needed to synthesize it. The reactants are: [OH:1][C:2]1[C:10]2[O:9][C:8]([C:11]([C:13]3[C:14]([C:19]4[CH:24]=[CH:23][CH:22]=[CH:21][CH:20]=4)=[N:15][O:16][C:17]=3[CH3:18])=[O:12])=[CH:7][C:6]=2[CH:5]=[CH:4][CH:3]=1.Cl[CH2:26][C:27]([NH:29][CH:30]([CH3:32])[CH3:31])=[O:28].C(=O)([O-])[O-].[K+].[K+]. (5) Given the product [C:53]([O:57][C:58]([NH:59][CH2:60][CH2:61][CH2:62][O:23][C:22]([C:21]1[N:12]([N:11]([C:9]([O:8][CH2:1][C:2]2[CH:7]=[CH:6][CH:5]=[CH:4][CH:3]=2)=[O:10])[CH3:33])[C:13](=[O:32])[C:14]2[C:19]([C:20]=1[C:25]1[CH:30]=[CH:29][CH:28]=[CH:27][CH:26]=1)=[CH:18][C:17]([Cl:31])=[CH:16][CH:15]=2)=[O:24])=[O:64])([CH3:56])([CH3:55])[CH3:54], predict the reactants needed to synthesize it. The reactants are: [CH2:1]([O:8][C:9]([N:11]([CH3:33])[N:12]1[C:21]([C:22]([OH:24])=[O:23])=[C:20]([C:25]2[CH:30]=[CH:29][CH:28]=[CH:27][CH:26]=2)[C:19]2[C:14](=[CH:15][CH:16]=[C:17]([Cl:31])[CH:18]=2)[C:13]1=[O:32])=[O:10])[C:2]1[CH:7]=[CH:6][CH:5]=[CH:4][CH:3]=1.C1(P(C2C=CC=CC=2)C2C=CC=CC=2)C=CC=CC=1.[C:53]([O:57][C:58](=[O:64])[NH:59][CH2:60][CH2:61][CH2:62]O)([CH3:56])([CH3:55])[CH3:54].N(C(OCC)=O)=NC(OCC)=O. (6) Given the product [C:20]([CH2:22][CH2:23][NH:24][C:30]([C:2]1[C:7]2[CH:8]=[C:9]([C:12]([F:15])([F:14])[F:13])[CH:10]=[CH:11][C:6]=2[O:5][C:4]([CH2:18][F:19])([CH2:16][F:17])[CH:3]=1)=[O:32])#[N:21], predict the reactants needed to synthesize it. The reactants are: Br[C:2]1[C:7]2[CH:8]=[C:9]([C:12]([F:15])([F:14])[F:13])[CH:10]=[CH:11][C:6]=2[O:5][C:4]([CH2:18][F:19])([CH2:16][F:17])[CH:3]=1.[C:20]([CH2:22][CH2:23][NH2:24])#[N:21].[I-].[K+].Cl.CN(C)[C:30](=[O:32])C. (7) Given the product [CH3:1][C:2]1[O:6][C:5]([C:7]2[CH:8]=[CH:9][CH:10]=[CH:11][CH:12]=2)=[N:4][C:3]=1[CH2:13][O:14][C:15]1[CH:47]=[CH:46][C:18]2[C:19]([C:40]3[CH:41]=[CH:42][CH:43]=[CH:44][CH:45]=3)=[C:20]([CH2:22][O:23][C:24]3[C:28]([C:29]([OH:31])=[O:30])=[CH:27][N:26]([C:34]4[CH:35]=[CH:36][CH:37]=[CH:38][CH:39]=4)[N:25]=3)[O:21][C:17]=2[CH:16]=1, predict the reactants needed to synthesize it. The reactants are: [CH3:1][C:2]1[O:6][C:5]([C:7]2[CH:12]=[CH:11][CH:10]=[CH:9][CH:8]=2)=[N:4][C:3]=1[CH2:13][O:14][C:15]1[CH:47]=[CH:46][C:18]2[C:19]([C:40]3[CH:45]=[CH:44][CH:43]=[CH:42][CH:41]=3)=[C:20]([CH2:22][O:23][C:24]3[C:28]([C:29]([O:31]CC)=[O:30])=[CH:27][N:26]([C:34]4[CH:39]=[CH:38][CH:37]=[CH:36][CH:35]=4)[N:25]=3)[O:21][C:17]=2[CH:16]=1.O1CCCC1.[OH-].[Na+].Cl. (8) Given the product [CH3:9][O:8][C:6]1[CH:7]=[C:2]([CH:3]=[C:4]([O:10][CH2:19][CH2:20][N:21]2[CH2:26][CH2:25][O:24][CH2:23][CH2:22]2)[CH:5]=1)[NH2:1], predict the reactants needed to synthesize it. The reactants are: [NH2:1][C:2]1[CH:3]=[C:4]([OH:10])[CH:5]=[C:6]([O:8][CH3:9])[CH:7]=1.C([O-])([O-])=O.[K+].[K+].Cl.Cl[CH2:19][CH2:20][N:21]1[CH2:26][CH2:25][O:24][CH2:23][CH2:22]1.